Dataset: Full USPTO retrosynthesis dataset with 1.9M reactions from patents (1976-2016). Task: Predict the reactants needed to synthesize the given product. (1) Given the product [CH2:3]([N:9]([C:10]1[CH:11]=[CH:12][C:13]([C:16]2[CH:21]=[CH:20][C:19]([NH:22][C:23]([C:25]3[CH:30]=[C:29]([N+:31]([O-:33])=[O:32])[CH:28]=[CH:27][C:26]=3[Cl:34])=[O:24])=[CH:18][CH:17]=2)=[CH:14][CH:15]=1)[CH3:37])[CH2:4][CH2:5][CH2:6][CH2:7][CH3:8], predict the reactants needed to synthesize it. The reactants are: [H-].[Na+].[CH2:3]([NH:9][C:10]1[CH:15]=[CH:14][C:13]([C:16]2[CH:21]=[CH:20][C:19]([NH:22][C:23]([C:25]3[CH:30]=[C:29]([N+:31]([O-:33])=[O:32])[CH:28]=[CH:27][C:26]=3[Cl:34])=[O:24])=[CH:18][CH:17]=2)=[CH:12][CH:11]=1)[CH2:4][CH2:5][CH2:6][CH2:7][CH3:8].CI.[C:37](=O)(O)[O-].[Na+]. (2) Given the product [CH3:1][N:2]1[CH2:7][CH2:6][O:5][C:4]2[CH:8]=[CH:9][C:10]([S:12]([Cl:16])(=[O:14])=[O:13])=[CH:11][C:3]1=2, predict the reactants needed to synthesize it. The reactants are: [CH3:1][N:2]1[CH2:7][CH2:6][O:5][C:4]2[CH:8]=[CH:9][CH:10]=[CH:11][C:3]1=2.[S:12]([Cl:16])(=O)(=[O:14])[OH:13]. (3) Given the product [CH3:12][O:11][C:9]1[CH:8]=[C:5]([CH:6]([C:14]2[CH:19]=[C:18]([O:20][CH3:21])[CH:17]=[C:16]([O:22][CH3:23])[CH:15]=2)[OH:7])[CH:4]=[C:3]([O:2][CH3:1])[CH:10]=1, predict the reactants needed to synthesize it. The reactants are: [CH3:1][O:2][C:3]1[CH:4]=[C:5]([CH:8]=[C:9]([O:11][CH3:12])[CH:10]=1)[CH:6]=[O:7].Br[C:14]1[CH:19]=[C:18]([O:20][CH3:21])[CH:17]=[C:16]([O:22][CH3:23])[CH:15]=1.C([Li])CCC.O1C2C=CC(C(C3C=C(OC)C=C(OC)C=3)O)=CC=2OCC1. (4) Given the product [F:30][C:31]1([F:36])[CH2:35][CH2:34][N:33]([C:2]2[C:3]([F:28])=[C:4]([N:8]3[CH:13]=[C:12]([O:14][CH3:15])[C:11](=[O:16])[C:10]([C:17]4[N:21]([C:22]5[CH:27]=[CH:26][CH:25]=[CH:24][CH:23]=5)[N:20]=[CH:19][CH:18]=4)=[N:9]3)[CH:5]=[CH:6][CH:7]=2)[CH2:32]1, predict the reactants needed to synthesize it. The reactants are: Br[C:2]1[C:3]([F:28])=[C:4]([N:8]2[CH:13]=[C:12]([O:14][CH3:15])[C:11](=[O:16])[C:10]([C:17]3[N:21]([C:22]4[CH:27]=[CH:26][CH:25]=[CH:24][CH:23]=4)[N:20]=[CH:19][CH:18]=3)=[N:9]2)[CH:5]=[CH:6][CH:7]=1.Cl.[F:30][C:31]1([F:36])[CH2:35][CH2:34][NH:33][CH2:32]1.O(C(C)(C)C)[Na].CC1(C)C2C(=C(P(C3C=CC=CC=3)C3C=CC=CC=3)C=CC=2)OC2C(P(C3C=CC=CC=3)C3C=CC=CC=3)=CC=CC1=2.